Dataset: Catalyst prediction with 721,799 reactions and 888 catalyst types from USPTO. Task: Predict which catalyst facilitates the given reaction. (1) The catalyst class is: 12. Product: [NH2:1][C:2]1[C:7]([S:8]([N:13]([CH3:18])[CH3:14])(=[O:10])=[O:9])=[CH:6][C:5]([Br:12])=[CH:4][N:3]=1. Reactant: [NH2:1][C:2]1[C:7]([S:8](Cl)(=[O:10])=[O:9])=[CH:6][C:5]([Br:12])=[CH:4][N:3]=1.[N:13]1[CH:18]=CC=C[CH:14]=1.CNC.C1COCC1. (2) Product: [NH2:7][CH2:10][C:11]1[CH:12]=[C:13]([CH2:17][CH:18]([NH:20][C:21]2[N:26]=[C:25]([N:27]([CH3:43])[C:28]3[N:33]4[N:34]=[CH:35][N:36]=[C:32]4[CH:31]=[C:30]([C:37]4[CH:38]=[CH:39][CH:40]=[CH:41][CH:42]=4)[N:29]=3)[CH:24]=[CH:23][N:22]=2)[CH3:19])[CH:14]=[CH:15][CH:16]=1. The catalyst class is: 43. Reactant: C1CC=CCC=1.[N:7]([CH2:10][C:11]1[CH:12]=[C:13]([CH2:17][CH:18]([NH:20][C:21]2[N:26]=[C:25]([N:27]([CH3:43])[C:28]3[N:33]4[N:34]=[CH:35][N:36]=[C:32]4[CH:31]=[C:30]([C:37]4[CH:42]=[CH:41][CH:40]=[CH:39][CH:38]=4)[N:29]=3)[CH:24]=[CH:23][N:22]=2)[CH3:19])[CH:14]=[CH:15][CH:16]=1)=[N+]=[N-]. (3) Reactant: [Cl:1][C:2]1[CH:7]=[CH:6][C:5]([C:8]2[C:14]3[CH:15]=[CH:16][CH:17]=[CH:18][C:13]=3[N:12]3[C:19]([CH3:22])=[N:20][N:21]=[C:11]3[CH:10]([CH2:23][C:24]([OH:26])=O)[CH:9]=2)=[CH:4][CH:3]=1.CN(C(ON1N=NC2C=CC=NC1=2)=[N+](C)C)C.F[P-](F)(F)(F)(F)F.C(N(CC)CC)C.[NH:58]1[CH2:63][CH2:62][O:61][CH2:60][CH2:59]1. Product: [Cl:1][C:2]1[CH:7]=[CH:6][C:5]([C:8]2[C:14]3[CH:15]=[CH:16][CH:17]=[CH:18][C:13]=3[N:12]3[C:19]([CH3:22])=[N:20][N:21]=[C:11]3[CH:10]([CH2:23][C:24]([N:58]3[CH2:63][CH2:62][O:61][CH2:60][CH2:59]3)=[O:26])[CH:9]=2)=[CH:4][CH:3]=1. The catalyst class is: 3. (4) Reactant: Cl.[C:2]([O:6][C:7](=[O:14])[C@@H:8]([C:10]([CH3:13])([CH3:12])[CH3:11])[NH2:9])([CH3:5])([CH3:4])[CH3:3].CCN(CC)CC.[Cl:22][C:23]1[C:32]2[C:27](=[CH:28][CH:29]=[C:30]([S:33](Cl)(=[O:35])=[O:34])[CH:31]=2)[C:26]([Cl:37])=[CH:25][N:24]=1. Product: [C:2]([O:6][C:7](=[O:14])[C@@H:8]([C:10]([CH3:13])([CH3:12])[CH3:11])[NH:9][S:33]([C:30]1[CH:31]=[C:32]2[C:27]([C:26]([Cl:37])=[CH:25][N:24]=[C:23]2[Cl:22])=[CH:28][CH:29]=1)(=[O:35])=[O:34])([CH3:5])([CH3:4])[CH3:3]. The catalyst class is: 2. (5) Reactant: [C:1]([O:5][C:6]([N:8]1[CH2:13][CH2:12][C:11]([C:21]2[CH:26]=[CH:25][C:24](Br)=[CH:23][CH:22]=2)([C:14]2[CH:19]=[CH:18][C:17]([Cl:20])=[CH:16][CH:15]=2)[CH2:10][CH2:9]1)=[O:7])([CH3:4])([CH3:3])[CH3:2].[B:28]1([B:28]2[O:32][C:31]([CH3:34])([CH3:33])[C:30]([CH3:36])([CH3:35])[O:29]2)[O:32][C:31]([CH3:34])([CH3:33])[C:30]([CH3:36])([CH3:35])[O:29]1.C([O-])(=O)C.[K+]. Product: [C:1]([O:5][C:6]([N:8]1[CH2:13][CH2:12][C:11]([C:14]2[CH:19]=[CH:18][C:17]([Cl:20])=[CH:16][CH:15]=2)([C:21]2[CH:26]=[CH:25][C:24]([B:28]3[O:32][C:31]([CH3:34])([CH3:33])[C:30]([CH3:36])([CH3:35])[O:29]3)=[CH:23][CH:22]=2)[CH2:10][CH2:9]1)=[O:7])([CH3:4])([CH3:3])[CH3:2]. The catalyst class is: 13. (6) Reactant: [CH3:1][C:2]1[C:3]([CH2:9][N:10]([CH2:28][C:29]2[C:34]([C:35]([C:38]3[CH:43]=[CH:42][C:41]([F:44])=[CH:40][CH:39]=3)([CH3:37])[CH3:36])=[CH:33][CH:32]=[CH:31][N:30]=2)[CH2:11][CH2:12][C:13]2[N:14]=[CH:15][N:16](S(C3C=CC(C)=CC=3)(=O)=O)[CH:17]=2)=[N:4][CH:5]=[C:6]([CH3:8])[CH:7]=1.C1C=CC2N(O)N=NC=2C=1. Product: [CH3:1][C:2]1[C:3]([CH2:9][N:10]([CH2:28][C:29]2[C:34]([C:35]([C:38]3[CH:43]=[CH:42][C:41]([F:44])=[CH:40][CH:39]=3)([CH3:37])[CH3:36])=[CH:33][CH:32]=[CH:31][N:30]=2)[CH2:11][CH2:12][C:13]2[N:14]=[CH:15][NH:16][CH:17]=2)=[N:4][CH:5]=[C:6]([CH3:8])[CH:7]=1. The catalyst class is: 5. (7) Reactant: [NH:1]1[CH2:4][CH:3]([C:5]([O:7][C:8]([CH3:11])([CH3:10])[CH3:9])=[O:6])[CH2:2]1.CCN(C(C)C)C(C)C.[Br:21][C:22]1[CH:23]=[N:24][C:25]([C:28]2[CH:33]=[CH:32][C:31]([CH2:34][C@H:35]([NH:39][C:40]([C:42]3[S:43][C:44]([C:47]([CH3:50])([CH3:49])[CH3:48])=[CH:45][CH:46]=3)=[O:41])[C:36](O)=[O:37])=[CH:30][CH:29]=2)=[N:26][CH:27]=1.CN(C(ON1N=NC2C=CC=NC1=2)=[N+](C)C)C.F[P-](F)(F)(F)(F)F. Product: [Br:21][C:22]1[CH:27]=[N:26][C:25]([C:28]2[CH:29]=[CH:30][C:31]([CH2:34][C@H:35]([NH:39][C:40]([C:42]3[S:43][C:44]([C:47]([CH3:50])([CH3:49])[CH3:48])=[CH:45][CH:46]=3)=[O:41])[C:36]([N:1]3[CH2:2][CH:3]([C:5]([O:7][C:8]([CH3:11])([CH3:10])[CH3:9])=[O:6])[CH2:4]3)=[O:37])=[CH:32][CH:33]=2)=[N:24][CH:23]=1. The catalyst class is: 3.